From a dataset of Catalyst prediction with 721,799 reactions and 888 catalyst types from USPTO. Predict which catalyst facilitates the given reaction. (1) Reactant: [CH3:1][C:2]1[C:3]([C:9]([C:12]2[CH:17]=[CH:16][CH:15]=[CH:14][CH:13]=2)=[N:10][OH:11])=[N:4][C:5]([CH3:8])=[CH:6][N:7]=1.Br[CH2:19][C:20]1[N:25]=[C:24]([N:26]2[C:34](=[O:35])[C:33]3[C:28](=[CH:29][CH:30]=[CH:31][CH:32]=3)[C:27]2=[O:36])[CH:23]=[CH:22][CH:21]=1.C(=O)([O-])[O-].[Cs+].[Cs+].[I-].[K+]. Product: [CH3:1][C:2]1[C:3]([C:9](=[N:10][O:11][CH2:19][C:20]2[N:25]=[C:24]([N:26]3[C:27](=[O:36])[C:28]4[C:33](=[CH:32][CH:31]=[CH:30][CH:29]=4)[C:34]3=[O:35])[CH:23]=[CH:22][CH:21]=2)[C:12]2[CH:17]=[CH:16][CH:15]=[CH:14][CH:13]=2)=[N:4][C:5]([CH3:8])=[CH:6][N:7]=1. The catalyst class is: 10. (2) Reactant: [Br:1][C:2]1[CH:3]=[C:4]([C:15]([O:17]CC)=[O:16])[C:5]2[C:10]([CH3:11])=[N:9][N:8]([CH:12]([CH3:14])[CH3:13])[C:6]=2[N:7]=1.[OH-].[Na+]. Product: [Br:1][C:2]1[CH:3]=[C:4]([C:15]([OH:17])=[O:16])[C:5]2[C:10]([CH3:11])=[N:9][N:8]([CH:12]([CH3:14])[CH3:13])[C:6]=2[N:7]=1. The catalyst class is: 14.